This data is from Full USPTO retrosynthesis dataset with 1.9M reactions from patents (1976-2016). The task is: Predict the reactants needed to synthesize the given product. (1) The reactants are: C1(S(N2C3C(=CC=C(C(F)(F)F)C=3)C(C3C=NN(C(OC(C)(C)C)=O)C=3)=C2)(=O)=O)C=CC=CC=1.[F:35][C:36]1[CH:44]=[C:43]2[C:39]([C:40]([C:54]3[CH:55]=[N:56][NH:57][CH:58]=3)=[CH:41][N:42]2[S:45]([C:48]2[CH:53]=[CH:52][CH:51]=[CH:50][CH:49]=2)(=[O:47])=[O:46])=[CH:38][CH:37]=1.C([O-])([O-])=O.[K+].[K+].Br[CH2:66][C:67]([NH2:69])=[O:68]. Given the product [F:35][C:36]1[CH:44]=[C:43]2[C:39]([C:40]([C:54]3[CH:58]=[N:57][N:56]([CH2:66][C:67]([NH2:69])=[O:68])[CH:55]=3)=[CH:41][N:42]2[S:45]([C:48]2[CH:49]=[CH:50][CH:51]=[CH:52][CH:53]=2)(=[O:46])=[O:47])=[CH:38][CH:37]=1, predict the reactants needed to synthesize it. (2) Given the product [N+:1]([C:2]1[CH:7]=[CH:6][CH:5]=[CH:4][C:3]=1[C:8]1[CH:13]=[CH:12][C:11]([C:14]([OH:16])=[O:15])=[CH:10][CH:9]=1)([O-:18])=[O:34], predict the reactants needed to synthesize it. The reactants are: [NH2:1][C:2]1[CH:7]=[CH:6][CH:5]=[CH:4][C:3]=1[C:8]1[CH:13]=[CH:12][C:11]([C:14]([OH:16])=[O:15])=[CH:10][CH:9]=1.C([O-])(O)=[O:18].[Na+].OOS([O-])=O.[K+].CCCCCC.[OH2:34].CC(C)=O. (3) Given the product [C:18]([C:17]1[CH:20]=[C:13]([C:11]2[O:10][N:9]=[C:8]([C:5]3[CH:6]=[CH:7][C:2]([NH:28][C@@H:29]4[CH2:33][CH2:32][C@H:31]([C:34]([OH:36])=[O:35])[CH2:30]4)=[CH:3][CH:4]=3)[N:12]=2)[CH:14]=[CH:15][C:16]=1[N:21]1[CH2:22][CH2:23][CH:24]([F:27])[CH2:25][CH2:26]1)#[N:19], predict the reactants needed to synthesize it. The reactants are: F[C:2]1[CH:7]=[CH:6][C:5]([C:8]2[N:12]=[C:11]([C:13]3[CH:14]=[CH:15][C:16]([N:21]4[CH2:26][CH2:25][CH:24]([F:27])[CH2:23][CH2:22]4)=[C:17]([CH:20]=3)[C:18]#[N:19])[O:10][N:9]=2)=[CH:4][CH:3]=1.[NH2:28][C@@H:29]1[CH2:33][CH2:32][C@H:31]([C:34]([OH:36])=[O:35])[CH2:30]1.C(=O)([O-])[O-].[K+].[K+].CN(C=O)C. (4) Given the product [Cl:1][C:2]1[CH:7]=[C:6]2[NH:8][C:9](=[O:35])[C:10]3([CH:15]([C:16]4[CH:21]=[CH:20][CH:19]=[C:18]([Cl:22])[CH:17]=4)[CH2:14][C:13](=[O:23])[NH:12][CH:11]3[C:24]3[CH:29]=[C:28]([C:39]#[C:38][C:37]([CH3:41])([CH3:40])[CH3:36])[CH:27]=[CH:26][C:25]=3[O:31][CH2:32][CH2:33][OH:34])[C:5]2=[CH:4][CH:3]=1, predict the reactants needed to synthesize it. The reactants are: [Cl:1][C:2]1[CH:7]=[C:6]2[NH:8][C:9](=[O:35])[C:10]3([CH:15]([C:16]4[CH:21]=[CH:20][CH:19]=[C:18]([Cl:22])[CH:17]=4)[CH2:14][C:13](=[O:23])[NH:12][CH:11]3[C:24]3[CH:29]=[C:28](I)[CH:27]=[CH:26][C:25]=3[O:31][CH2:32][CH2:33][OH:34])[C:5]2=[CH:4][CH:3]=1.[CH3:36][C:37]([CH3:41])([CH3:40])[C:38]#[CH:39].C(N(CC)CC)C. (5) Given the product [F:1][C:2]1[CH:10]=[C:9]2[C:5]([C:6]([C:18]([NH2:22])=[O:20])=[N:7][N:8]2[C:11]2[CH:16]=[C:15]([I:17])[CH:14]=[CH:13][N:12]=2)=[CH:4][CH:3]=1, predict the reactants needed to synthesize it. The reactants are: [F:1][C:2]1[CH:10]=[C:9]2[C:5]([C:6]([C:18]([OH:20])=O)=[N:7][N:8]2[C:11]2[CH:16]=[C:15]([I:17])[CH:14]=[CH:13][N:12]=2)=[CH:4][CH:3]=1.[Cl-].[NH4+:22].